Dataset: Full USPTO retrosynthesis dataset with 1.9M reactions from patents (1976-2016). Task: Predict the reactants needed to synthesize the given product. (1) Given the product [CH2:1]([O:8][CH2:9][CH2:10][CH2:11][C:12]1[N:13]=[C:14]([C:28]2[CH:29]=[CH:30][C:31]([C:34]([F:36])([F:35])[F:37])=[CH:32][CH:33]=2)[S:15][C:16]=1[CH2:17][O:18][C:19]1[CH:26]=[CH:25][C:22]([C:23]([NH:39][OH:40])=[NH:24])=[C:21]([F:27])[CH:20]=1)[C:2]1[CH:7]=[CH:6][CH:5]=[CH:4][CH:3]=1, predict the reactants needed to synthesize it. The reactants are: [CH2:1]([O:8][CH2:9][CH2:10][CH2:11][C:12]1[N:13]=[C:14]([C:28]2[CH:33]=[CH:32][C:31]([C:34]([F:37])([F:36])[F:35])=[CH:30][CH:29]=2)[S:15][C:16]=1[CH2:17][O:18][C:19]1[CH:26]=[CH:25][C:22]([C:23]#[N:24])=[C:21]([F:27])[CH:20]=1)[C:2]1[CH:7]=[CH:6][CH:5]=[CH:4][CH:3]=1.Cl.[NH2:39][OH:40].C(N(CC)CC)C. (2) Given the product [NH2:27][CH2:26][C:17]([N:14]1[CH2:13][CH2:12][N:11]([C:9]([O:8][C:4]([CH3:7])([CH3:6])[CH3:5])=[O:10])[CH2:16][CH2:15]1)([C:18]([O:20][CH3:21])=[O:19])[C:22]([O:24][CH3:25])=[O:23], predict the reactants needed to synthesize it. The reactants are: O.NN.[C:4]([O:8][C:9]([N:11]1[CH2:16][CH2:15][N:14]([C:17]([CH2:26][N:27]2C(=O)C3C(=CC=CC=3)C2=O)([C:22]([O:24][CH3:25])=[O:23])[C:18]([O:20][CH3:21])=[O:19])[CH2:13][CH2:12]1)=[O:10])([CH3:7])([CH3:6])[CH3:5]. (3) Given the product [ClH:1].[CH:21]1([NH:2][CH:3]([CH2:4][CH:5]([CH3:6])[CH3:10])[C:11]#[N:25])[CH2:17][CH2:16]1, predict the reactants needed to synthesize it. The reactants are: [ClH:1].[NH2:2][CH:3]([C:11](=O)C(C)C)[CH2:4][C:5]1[CH:10]=CC=C[CH:6]=1.[CH3:16][CH:17]([CH3:21])CC=O.C1([NH2:25])CC1.C[Si](C#N)(C)C. (4) Given the product [NH:35]1[C:32]2=[N:33][CH:34]=[C:29]([C:2]3[CH:3]=[CH:4][N:5]4[C:10]([C:11]=3[CH3:12])=[C:9]([CH:13]3[CH2:15][CH2:14]3)[CH:8]=[C:7]([C:16]([O:18][CH3:19])=[O:17])[C:6]4=[O:20])[CH:30]=[C:31]2[CH:37]=[CH:36]1, predict the reactants needed to synthesize it. The reactants are: Cl[C:2]1[CH:3]=[CH:4][N:5]2[C:10]([C:11]=1[CH3:12])=[C:9]([CH:13]1[CH2:15][CH2:14]1)[CH:8]=[C:7]([C:16]([O:18][CH3:19])=[O:17])[C:6]2=[O:20].CC1(C)C(C)(C)OB([C:29]2[CH:30]=[C:31]3[CH:37]=[CH:36][NH:35][C:32]3=[N:33][CH:34]=2)O1. (5) Given the product [C:26]([O:25][C@@H:19]([C:8]1[C:7]([CH3:30])=[CH:6][C:5]2[C:10](=[CH:11][C:2]([C:41]#[C:40][C:38]([C:34]3[S:33][C:32]([CH3:31])=[N:36][C:35]=3[CH3:37])([OH:42])[CH3:39])=[CH:3][CH:4]=2)[C:9]=1[C:12]1[CH:13]=[CH:14][C:15]([Cl:18])=[CH:16][CH:17]=1)[C:20]([OH:22])=[O:21])([CH3:27])([CH3:28])[CH3:29], predict the reactants needed to synthesize it. The reactants are: Br[C:2]1[CH:11]=[C:10]2[C:5]([CH:6]=[C:7]([CH3:30])[C:8]([CH:19]([O:25][C:26]([CH3:29])([CH3:28])[CH3:27])[C:20]([O:22]CC)=[O:21])=[C:9]2[C:12]2[CH:17]=[CH:16][C:15]([Cl:18])=[CH:14][CH:13]=2)=[CH:4][CH:3]=1.[CH3:31][C:32]1[S:33][C:34]([C:38]([OH:42])([C:40]#[CH:41])[CH3:39])=[C:35]([CH3:37])[N:36]=1. (6) The reactants are: [CH3:1][C:2]1[CH:7]=[CH:6][C:5]2[O:8][CH2:9][C:10]([CH2:12][O:13][C:4]=2[CH:3]=1)=[O:11].[CH3:14][O:15][C:16]1[CH:23]=[CH:22][C:19]([CH:20]=O)=[CH:18][CH:17]=1. Given the product [CH3:14][O:15][C:16]1[CH:23]=[CH:22][C:19](/[CH:20]=[C:9]2/[C:10](=[O:11])/[C:12](=[CH:1]/[C:2]3[CH:7]=[CH:6][C:5]([O:8][CH3:9])=[CH:4][CH:3]=3)/[O:13][C:4]3[CH:3]=[C:2]([CH3:1])[CH:7]=[CH:6][C:5]=3[O:8]/2)=[CH:18][CH:17]=1, predict the reactants needed to synthesize it. (7) Given the product [F:35][C:36]([F:55])([F:54])[S:37]([O:21][C:22]1[CH2:27][CH2:26][N:25]([C:28]([O:30][C:31]([CH3:34])([CH3:33])[CH3:32])=[O:29])[CH2:24][CH:23]=1)(=[O:39])=[O:38], predict the reactants needed to synthesize it. The reactants are: C(NC(C)C)(C)C.C([Li])CCC.C(NC(C)C)(C)C.[Li].[O:21]=[C:22]1[CH2:27][CH2:26][N:25]([C:28]([O:30][C:31]([CH3:34])([CH3:33])[CH3:32])=[O:29])[CH2:24][CH2:23]1.[F:35][C:36]([F:55])([F:54])[S:37](N(C1C=CC=CC=1)[S:37]([C:36]([F:55])([F:54])[F:35])(=[O:39])=[O:38])(=[O:39])=[O:38].